Dataset: NCI-60 drug combinations with 297,098 pairs across 59 cell lines. Task: Regression. Given two drug SMILES strings and cell line genomic features, predict the synergy score measuring deviation from expected non-interaction effect. (1) Drug 1: CCN(CC)CCNC(=O)C1=C(NC(=C1C)C=C2C3=C(C=CC(=C3)F)NC2=O)C. Drug 2: CS(=O)(=O)OCCCCOS(=O)(=O)C. Cell line: RPMI-8226. Synergy scores: CSS=2.84, Synergy_ZIP=-1.09, Synergy_Bliss=-0.884, Synergy_Loewe=-1.91, Synergy_HSA=-3.05. (2) Drug 1: CC1=C(C(CCC1)(C)C)C=CC(=CC=CC(=CC(=O)O)C)C. Drug 2: CC12CCC3C(C1CCC2OP(=O)(O)O)CCC4=C3C=CC(=C4)OC(=O)N(CCCl)CCCl.[Na+]. Cell line: COLO 205. Synergy scores: CSS=1.57, Synergy_ZIP=2.40, Synergy_Bliss=-1.61, Synergy_Loewe=-6.87, Synergy_HSA=-5.64. (3) Drug 1: C1CCC(CC1)NC(=O)N(CCCl)N=O. Drug 2: C1CC(C1)(C(=O)O)C(=O)O.[NH2-].[NH2-].[Pt+2]. Cell line: HCT116. Synergy scores: CSS=44.9, Synergy_ZIP=-8.03, Synergy_Bliss=-3.56, Synergy_Loewe=-0.974, Synergy_HSA=0.890. (4) Synergy scores: CSS=62.4, Synergy_ZIP=-5.46, Synergy_Bliss=-6.87, Synergy_Loewe=-6.40, Synergy_HSA=-4.53. Cell line: DU-145. Drug 2: C1=CC(=CC=C1CCCC(=O)O)N(CCCl)CCCl. Drug 1: CC12CCC3C(C1CCC2=O)CC(=C)C4=CC(=O)C=CC34C. (5) Cell line: K-562. Synergy scores: CSS=64.5, Synergy_ZIP=20.7, Synergy_Bliss=21.7, Synergy_Loewe=-5.85, Synergy_HSA=20.2. Drug 2: CC(C)NC(=O)C1=CC=C(C=C1)CNNC.Cl. Drug 1: CN1CCC(CC1)COC2=C(C=C3C(=C2)N=CN=C3NC4=C(C=C(C=C4)Br)F)OC. (6) Drug 1: C1CCC(CC1)NC(=O)N(CCCl)N=O. Drug 2: C1CN(CCN1C(=O)CCBr)C(=O)CCBr. Cell line: CCRF-CEM. Synergy scores: CSS=74.4, Synergy_ZIP=1.66, Synergy_Bliss=0.796, Synergy_Loewe=-2.14, Synergy_HSA=3.83. (7) Drug 1: CC1=C(C(CCC1)(C)C)C=CC(=CC=CC(=CC(=O)O)C)C. Drug 2: CC(C)(C#N)C1=CC(=CC(=C1)CN2C=NC=N2)C(C)(C)C#N. Cell line: SK-MEL-28. Synergy scores: CSS=5.34, Synergy_ZIP=3.65, Synergy_Bliss=-0.566, Synergy_Loewe=2.00, Synergy_HSA=1.45.